From a dataset of Forward reaction prediction with 1.9M reactions from USPTO patents (1976-2016). Predict the product of the given reaction. (1) The product is: [F:1][C:2]1[CH:3]=[C:4]([OH:9])[CH:5]=[C:6]([CH3:8])[CH:7]=1. Given the reactants [F:1][C:2]1[CH:7]=[C:6]([CH3:8])[CH:5]=[C:4]([O:9]C)[CH:3]=1.B(Br)(Br)Br.O, predict the reaction product. (2) Given the reactants [CH3:1][S:2](Cl)(=[O:4])=[O:3].[F:6][C:7]1[CH:12]=[CH:11][CH:10]=[CH:9][C:8]=1[C:13]1[N:18]=[CH:17][C:16]([O:19][CH2:20][CH2:21][OH:22])=[CH:15][CH:14]=1.C(N(CC)CC)C, predict the reaction product. The product is: [F:6][C:7]1[CH:12]=[CH:11][CH:10]=[CH:9][C:8]=1[C:13]1[N:18]=[CH:17][C:16]([O:19][CH2:20][CH2:21][O:22][S:2]([CH3:1])(=[O:4])=[O:3])=[CH:15][CH:14]=1. (3) Given the reactants [Cl:1][C:2]1[C:7]([CH:8]([CH2:10][CH:11]=O)[CH3:9])=[CH:6][C:5]([C:13]#[N:14])=[CH:4][C:3]=1[NH:15][C:16]1[N:21]=[C:20]([N:22]([CH:32]2[CH2:34][CH2:33]2)[CH2:23][C:24]2[CH:29]=[CH:28][C:27]([O:30][CH3:31])=[CH:26][CH:25]=2)[C:19]2=[N:35][CH:36]=[C:37]([C:38]#[N:39])[N:18]2[N:17]=1.[NH:40]1[CH2:43][CH:42]([OH:44])[CH2:41]1.CC(O)=O.C([BH3-])#N.[Na+], predict the reaction product. The product is: [Cl:1][C:2]1[C:7]([CH:8]([CH2:10][CH2:11][N:40]2[CH2:43][CH:42]([OH:44])[CH2:41]2)[CH3:9])=[CH:6][C:5]([C:13]#[N:14])=[CH:4][C:3]=1[NH:15][C:16]1[N:21]=[C:20]([N:22]([CH:32]2[CH2:34][CH2:33]2)[CH2:23][C:24]2[CH:29]=[CH:28][C:27]([O:30][CH3:31])=[CH:26][CH:25]=2)[C:19]2=[N:35][CH:36]=[C:37]([C:38]#[N:39])[N:18]2[N:17]=1. (4) Given the reactants [C:1]([C:5]1[CH:10]=[CH:9][C:8]([N:11]2[CH:16]=[CH:15][C:14]([CH3:18])([CH3:17])[CH2:13][CH2:12]2)=[CH:7][CH:6]=1)([CH3:4])([CH3:3])[CH3:2].C(N(CC)CC)C.[F:26][C:27]([F:38])([F:37])[C:28](O[C:28](=[O:29])[C:27]([F:38])([F:37])[F:26])=[O:29], predict the reaction product. The product is: [C:1]([C:5]1[CH:10]=[CH:9][C:8]([N:11]2[CH2:12][CH2:13][C:14]([CH3:18])([CH3:17])[C:15]([C:28](=[O:29])[C:27]([F:38])([F:37])[F:26])=[CH:16]2)=[CH:7][CH:6]=1)([CH3:4])([CH3:2])[CH3:3]. (5) Given the reactants [N:1]([C:4]1[CH:9]=[C:8]([C:10]([O:12]C)=[O:11])[CH:7]=[CH:6][C:5]=1[C:14]([O:16]C)=O)=[C:2]=[S:3].[NH:18]([C:20]1[CH:25]=[CH:24][CH:23]=[CH:22][N:21]=1)[NH2:19].[OH-].[Na+].Cl, predict the reaction product. The product is: [O:16]=[C:14]1[C:5]2[C:4](=[CH:9][C:8]([C:10]([OH:12])=[O:11])=[CH:7][CH:6]=2)[NH:1][C:2](=[S:3])[N:19]1[NH:18][C:20]1[CH:25]=[CH:24][CH:23]=[CH:22][N:21]=1.